Dataset: Catalyst prediction with 721,799 reactions and 888 catalyst types from USPTO. Task: Predict which catalyst facilitates the given reaction. (1) Reactant: [Si]([O:8][CH2:9][CH:10]1[CH2:19][CH2:18][C:17]2[C:12](=[CH:13][CH:14]=[CH:15][CH:16]=2)[N:11]1C(OC(C)(C)C)=O)(C(C)(C)C)(C)C.CN(C)CCN(C)C.C([Li])(CC)C.C1CCCCC1.CCCCCC.C(=O)=O. Product: [NH:11]1[C:12]2[C:17](=[CH:16][CH:15]=[CH:14][CH:13]=2)[CH2:18][CH2:19][CH:10]1[CH2:9][OH:8]. The catalyst class is: 27. (2) Reactant: [O:1]1[C:5]2[CH:6]=[CH:7][CH:8]=[CH:9][C:4]=2[CH:3]=[C:2]1[CH:10]([OH:44])[CH2:11][N:12]([CH2:14][C:15]1[S:43][C:18]2[N:19]([CH2:35][CH:36]3[CH2:40][O:39]C(C)(C)[O:37]3)[CH:20]=[C:21]([C:24]([NH:26][CH2:27][C:28]3[CH:33]=[CH:32][C:31]([Cl:34])=[CH:30][CH:29]=3)=[O:25])[C:22](=[O:23])[C:17]=2[CH:16]=1)[CH3:13].Cl(O)(=O)(=O)=O.C([O-])(O)=O.[Na+]. Product: [O:1]1[C:5]2[CH:6]=[CH:7][CH:8]=[CH:9][C:4]=2[CH:3]=[C:2]1[CH:10]([OH:44])[CH2:11][N:12]([CH2:14][C:15]1[S:43][C:18]2[N:19]([CH2:35][CH:36]([OH:37])[CH2:40][OH:39])[CH:20]=[C:21]([C:24]([NH:26][CH2:27][C:28]3[CH:29]=[CH:30][C:31]([Cl:34])=[CH:32][CH:33]=3)=[O:25])[C:22](=[O:23])[C:17]=2[CH:16]=1)[CH3:13]. The catalyst class is: 1. (3) Reactant: Br[CH2:2][C:3]([O:5][CH2:6][CH3:7])=[O:4].[NH:8]1[C:12]2[CH:13]=[CH:14][CH:15]=[CH:16][C:11]=2[N:10]=[C:9]1[O:17][C:18]1[CH:23]=[CH:22][C:21]([N:24]2[C:28]3=[N:29][CH:30]=[CH:31][CH:32]=[C:27]3[N:26]([CH2:33][CH3:34])[C:25]2=[O:35])=[CH:20][CH:19]=1.[H-].[Na+].[Cl-].[Cl-].[Ca+2]. Product: [CH2:33]([N:26]1[C:27]2[C:28](=[N:29][CH:30]=[CH:31][CH:32]=2)[N:24]([C:21]2[CH:20]=[CH:19][C:18]([O:17][C:9]3[N:8]([CH2:2][C:3]([O:5][CH2:6][CH3:7])=[O:4])[C:12]4[CH:13]=[CH:14][CH:15]=[CH:16][C:11]=4[N:10]=3)=[CH:23][CH:22]=2)[C:25]1=[O:35])[CH3:34]. The catalyst class is: 121. (4) Product: [NH2:25][C:22]1[O:23][CH2:24][C@:20]2([C:19]3[C:14](=[N:15][CH:16]=[C:17]([C:26]#[C:27][C:28]([CH3:30])([OH:31])[CH3:29])[CH:18]=3)[O:13][C:10]3[C:9]2=[CH:8][C:7]([C:34]2[CH:39]=[CH:38][CH:37]=[CH:36][CH:35]=2)=[CH:12][CH:11]=3)[N:21]=1. The catalyst class is: 73. Reactant: FC(F)(F)S(O[C:7]1[CH:8]=[C:9]2[C@@:20]3([CH2:24][O:23][C:22]([NH2:25])=[N:21]3)[C:19]3[C:14](=[N:15][CH:16]=[C:17]([C:26]#[C:27][C:28]([OH:31])([CH3:30])[CH3:29])[CH:18]=3)[O:13][C:10]2=[CH:11][CH:12]=1)(=O)=O.[C:34]1(B(O)O)[CH:39]=[CH:38][CH:37]=[CH:36][CH:35]=1.C(=O)([O-])[O-].[K+].[K+]. (5) Reactant: [N:1]([CH:4]1[C:9](=[O:10])[CH2:8][CH2:7][CH:6]([C:11]2[CH:12]=[C:13]([CH:16]=[C:17]([F:19])[CH:18]=2)[C:14]#[N:15])[CH2:5]1)=[N+:2]=[N-:3].[BH4-].[Na+].CO. Product: [N:1]([CH:4]1[CH:9]([OH:10])[CH2:8][CH2:7][CH:6]([C:11]2[CH:12]=[C:13]([CH:16]=[C:17]([F:19])[CH:18]=2)[C:14]#[N:15])[CH2:5]1)=[N+:2]=[N-:3]. The catalyst class is: 1. (6) Reactant: [Cl:1][C:2]1[CH:7]=[CH:6][CH:5]=[C:4]([CH3:8])[C:3]=1[NH:9][C:10](=[O:16])/[CH:11]=[CH:12]/OCC.C1C(=O)N(Br)C(=O)C1.[Cl:25][C:26]1[N:31]=[C:30]([CH3:32])[N:29]=[C:28]([NH:33][C:34]([NH2:36])=[S:35])[CH:27]=1. Product: [Cl:25][C:26]1[N:31]=[C:30]([CH3:32])[N:29]=[C:28]([NH:33][C:34]2[S:35][C:11]([C:10]([NH:9][C:3]3[C:4]([CH3:8])=[CH:5][CH:6]=[CH:7][C:2]=3[Cl:1])=[O:16])=[CH:12][N:36]=2)[CH:27]=1. The catalyst class is: 20. (7) Reactant: [C:1]([O:5][C:6](=[O:18])[NH:7][C@H:8]1[CH2:13][CH2:12][C@H:11]([CH2:14][OH:15])[C@@H:10]([O:16][CH3:17])[CH2:9]1)([CH3:4])([CH3:3])[CH3:2].[CH3:19][S:20](Cl)(=[O:22])=[O:21]. Product: [CH3:19][S:20]([O:15][CH2:14][C@H:11]1[CH2:12][CH2:13][C@H:8]([NH:7][C:6]([O:5][C:1]([CH3:4])([CH3:3])[CH3:2])=[O:18])[CH2:9][C@@H:10]1[O:16][CH3:17])(=[O:22])=[O:21]. The catalyst class is: 4.